Dataset: Experimentally validated miRNA-target interactions with 360,000+ pairs, plus equal number of negative samples. Task: Binary Classification. Given a miRNA mature sequence and a target amino acid sequence, predict their likelihood of interaction. (1) The miRNA is mmu-miR-5112 with sequence UAGCUCAGCGGGAGAGCAC. The protein sequence of the target gene is MDGFYDQQVPYMVTNSQRGRNCNEKPTNVRKRKFINRDLAHDSEELFQDLSQLQETWLAEAQVPDNDEQFVPDYQAESLAFHGLPLKIKKEPHSPCSEISSACSQEQPFKFSYGEKCLYNVSAYDQKPQVGMRPSNPPTPSSTPVSPLHHASPNSTHTPKPDRAFPAHLPPSQSIPDSSYPMDHRFRRQLSEPCNSFPPLPTMPREGRPMYQRQMSEPNIPFPPQGFKQEYHDPVYEHNTMVGSAASQSFPPPLMIKQEPRDFAYDSEVPSCHSIYMRQEGFLAHPSRTEGCMFEKGPRQ.... Result: 0 (no interaction). (2) The miRNA is mmu-miR-467c-3p with sequence AUAUACAUACACACACCUAUAC. The protein sequence of the target gene is MGRMVALSLLGIGLALLGERFLALRSRLKASREVESVDLPNCHLIKGIETGAEDIDILPNGLAFFSVGLKFPGLHSFAPDKPGGILMMDLKDERPRALELRVSWGFDLASFNPHGISTFIDDDDTVYLFVVNHPQFKSTVEIFKFQEEENSLLHLKTIKHELLPSVNDIIAVGPTHFYATNDHYFSDPFLKYLETYLNLHWANVVYYSPEEVKLVAEGFDSANGINISPDKKYVYVADILAHEIHVLEKQPNMNLTQLKVLQLGTLVDNLSIDPSSGDIWVGCHPNGQRLFVYHPNHPPA.... Result: 0 (no interaction). (3) The miRNA is mmu-miR-127-3p with sequence UCGGAUCCGUCUGAGCUUGGCU. The protein sequence of the target gene is MARSGSCPHLLWDVRKRSLGLEDPSRLRSRYLGRREFIQRLKLEATLNVHDGCVNTICWNDTGEYILSGSDDTKLVISNPYSRKVLTTIRSGHRANIFSAKFLPCTDDKQIVSCSGDGVIFYTNIEQDAETNRQCQFTCHYGTTYEIMTVPNDPYTFLSCGEDGTVRWFDTRIKTSCTKEDCKDDILINCRRAATSVAICPPVPYYLAVGCSDSSVRIYDRRMLGTRATGNYAGRGTTGMVARFIPSHLSNKSCRVTSLCYSEDGQEILVSYSSDYIYLFDPKDDTARELKTPSAEERRE.... Result: 0 (no interaction). (4) The miRNA is rno-miR-144-3p with sequence UACAGUAUAGAUGAUGUACU. The protein sequence of the target gene is MEALAMGSRALRLWLVAPGGGIKWRFIATSSASQLSPTELTEMRNDLFNKEKARQLSLTPRTEKIEVKHVGKTDPGTVFVMNKNISTPYSCAMHLSEWYCRKSILALVDGQPWDMYKPLTKSCEIKFLTFKDCDPGEVNKAYWRSCAMMMGCVIERAFKDEYMVNLVRAPEVPVISGAFCYDVVLDSKLDEWMPTKENLRSFTKDAHALIYKDLPFETLEVEAKVALEIFQHSKYKVDFIEEKASQNPERIVKLHRIGDFIDVSEGPLIPRTSICFQYEVSAVHNLQPTQPSLIRRFQGV.... Result: 0 (no interaction). (5) The miRNA is hsa-miR-3189-3p with sequence CCCUUGGGUCUGAUGGGGUAG. The protein sequence of the target gene is MAKKYDFLFKLLLIGDSGVGKTCLIIRFAEDNFNSTYISTIGIDFKVKTIEVEGKKVKLQVWDTAGQERFKTITTAYYRGAMGIILVYDITDEKSYENIQNWMKSIKENASAGVSRMLLGNKCDIEAKRKVSKETGEKLAKEHGIRFFETSAKSSINVEESFTSLARDILLKSNKKPGPSGREVKLTSTEKKSSSKCLLL. Result: 0 (no interaction). (6) The miRNA is hsa-miR-4726-5p with sequence AGGGCCAGAGGAGCCUGGAGUGG. The protein sequence of the target gene is MSSTPHDPFYSSPFGPFYRRHTPYMVQPEYRIYEMNKRLQSRTEDSDNLWWDAFATEFFEDDATLTLSFCLEDGPKRYTIGRTLIPRYFSTVFEGGVTDLYYILKHSKESYHNSSITVDCDQCAMVTQHGKPMFTKVCTEGRLILEFTFDDLMRIKTWHFTIRQYRELVPRSILAMHAQDPQVLDQLSKNITRMGLTNFTLNYLRLCVILEPMQELMSRHKTYNLSPRDCLKTCLFQKWQRMVAPPAEPTRQPTTKRRKRKNSTSSTSNSSAGNTTNSAGSKKKTPAASLSLATQVPDVM.... Result: 0 (no interaction). (7) The miRNA is hsa-miR-106b-5p with sequence UAAAGUGCUGACAGUGCAGAU. The protein sequence of the target gene is MAGTYSSTLKTLEDLTLDSGYGAGDSCRSLSLSSSKSNSQALNSSAQQHRGAAWWCYSGSMNSRHNSWDTVNTVLPEDPEVADLFSRCPRLPELEEFPWTEGDVARVLRKGAGGRRLPQFSAEAVRRLAGLLRRALIRVAREAQRLSVLHAKCTRFEVQSAVRLVHSWALAESCALAAVKALSLYSMSAGDGLRRGKSARCGLTFSVGRFFRWMVDTRISVRIHEYAAISLTACMENLVEEIRARVMASHSPDGGGAGGGEVSAEALEMVINNDAELWGVLQPYEHLICGKNANGVLSLP.... Result: 1 (interaction). (8) The miRNA is mmu-miR-139-5p with sequence UCUACAGUGCACGUGUCUCCAG. The protein sequence of the target gene is MDEGGLPLLPDSLVYQIFLSLGPADVLAAGLVCRQWQAVSRDEFLWKEQFYRYYQVARDVPRHPAATSWYEEFRRLYDMVPCVEVQTLKEHTDQVLHLSFSHSGYQFASCSKDCTVKIWNNDLTISLLHSADMRPYNWSYTQFSQFNQDDSLLLASGVFLGPHNSSSGEIAVISLDSFALLSRVRNKPYDVFGCWLTETSLISGNLHRIGDITSCSVLWLNNAFQDVESENVNVVKRLFKIQNLNASTIRTVMVADCSRFDSPDLLLDASDQAGLPCRVFDLGGDTEEEATDPGLHTSGS.... Result: 0 (no interaction). (9) The miRNA is hsa-miR-1914-3p with sequence GGAGGGGUCCCGCACUGGGAGG. The protein sequence of the target gene is MGSGPIDPKELLKGLDSFLNRDGEVKSVDGISKIFSLMKEARKMVSRCTYLNILLQTRSPEILVKFIDVGGYKLLNNWLTYSKTTNNIPLLQQILLTLQHLPLTVDHLKQNNTAKLVKQLSKSSEDEELRKLASVLVSDWMAVIRSQSSTQPAEKDKKKRKDEGKSRTTLPERPLTEVKAETRAEEAPEKKREKPKSLRTTAPSHAKFRSTGLELETPSLVPVKKNASTVVVSDKYNLKPIPLKRQSNVAAPGDATPPAEKKYKPLNTTPNATKEIKVKIIPPQPMEGLGFLDALNSAPV.... Result: 1 (interaction). (10) The miRNA is mmu-miR-1247-5p with sequence ACCCGUCCCGUUCGUCCCCGGA. Result: 0 (no interaction). The protein sequence of the target gene is MAAAEVPVPSGYFTQIKEQKLKPGDLEEEKEEDGVQRVEAQEGVVKEVEAENSCLLLEARAPVESDRRILTLQTVHLESQDVHLQGLGWLSVPHSEELSGTVPEAEGILQLPSVLWLDPEPQLSLQHCVTVSIPEELYPPEELQRIHFHLLRENVLMAEENPELTPDLDESTALKKPEEDEKDQLPPQGETDKREERLLLLEMKPKEGKDDEIVLTISHLSLEEQQDPPAANQTSVPGAKAAKPKRRRQTKGKPQSFQCDTCPFTSSKLSTFNRHIKIHSNERPHLCHLCLKAFRTVTLL....